This data is from NCI-60 drug combinations with 297,098 pairs across 59 cell lines. The task is: Regression. Given two drug SMILES strings and cell line genomic features, predict the synergy score measuring deviation from expected non-interaction effect. (1) Drug 1: CC1=C2C(C(=O)C3(C(CC4C(C3C(C(C2(C)C)(CC1OC(=O)C(C(C5=CC=CC=C5)NC(=O)OC(C)(C)C)O)O)OC(=O)C6=CC=CC=C6)(CO4)OC(=O)C)OC)C)OC. Drug 2: CC1C(C(CC(O1)OC2CC(CC3=C2C(=C4C(=C3O)C(=O)C5=C(C4=O)C(=CC=C5)OC)O)(C(=O)C)O)N)O.Cl. Cell line: OVCAR-4. Synergy scores: CSS=18.8, Synergy_ZIP=-6.53, Synergy_Bliss=-9.25, Synergy_Loewe=-23.6, Synergy_HSA=-6.67. (2) Drug 1: C1CCC(CC1)NC(=O)N(CCCl)N=O. Drug 2: CC=C1C(=O)NC(C(=O)OC2CC(=O)NC(C(=O)NC(CSSCCC=C2)C(=O)N1)C(C)C)C(C)C. Cell line: HCC-2998. Synergy scores: CSS=70.8, Synergy_ZIP=-1.97, Synergy_Bliss=-3.46, Synergy_Loewe=-14.5, Synergy_HSA=-3.41. (3) Drug 1: CCC1=CC2CC(C3=C(CN(C2)C1)C4=CC=CC=C4N3)(C5=C(C=C6C(=C5)C78CCN9C7C(C=CC9)(C(C(C8N6C)(C(=O)OC)O)OC(=O)C)CC)OC)C(=O)OC.C(C(C(=O)O)O)(C(=O)O)O. Drug 2: C1CN(P(=O)(OC1)NCCCl)CCCl. Cell line: OVCAR3. Synergy scores: CSS=66.3, Synergy_ZIP=16.0, Synergy_Bliss=14.2, Synergy_Loewe=-50.7, Synergy_HSA=13.4. (4) Drug 1: CC1CCC2CC(C(=CC=CC=CC(CC(C(=O)C(C(C(=CC(C(=O)CC(OC(=O)C3CCCCN3C(=O)C(=O)C1(O2)O)C(C)CC4CCC(C(C4)OC)OCCO)C)C)O)OC)C)C)C)OC. Drug 2: CC(C)(C#N)C1=CC(=CC(=C1)CN2C=NC=N2)C(C)(C)C#N. Cell line: K-562. Synergy scores: CSS=15.3, Synergy_ZIP=-2.44, Synergy_Bliss=3.02, Synergy_Loewe=-7.23, Synergy_HSA=-3.08.